This data is from Peptide-MHC class I binding affinity with 185,985 pairs from IEDB/IMGT. The task is: Regression. Given a peptide amino acid sequence and an MHC pseudo amino acid sequence, predict their binding affinity value. This is MHC class I binding data. (1) The peptide sequence is KTINALVYF. The MHC is HLA-B15:01 with pseudo-sequence HLA-B15:01. The binding affinity (normalized) is 1.00. (2) The peptide sequence is YTIEGIAFM. The MHC is HLA-C15:02 with pseudo-sequence HLA-C15:02. The binding affinity (normalized) is 0.797.